This data is from Full USPTO retrosynthesis dataset with 1.9M reactions from patents (1976-2016). The task is: Predict the reactants needed to synthesize the given product. (1) Given the product [Br:1][C:2]1[CH:3]=[N:4][N:5]([CH3:20])[C:6]=1[C:7]1[CH:12]=[C:11]([NH2:13])[CH:10]=[CH:9][C:8]=1[O:16][CH:17]([CH3:18])[CH3:19], predict the reactants needed to synthesize it. The reactants are: [Br:1][C:2]1[CH:3]=[N:4][N:5]([CH3:20])[C:6]=1[C:7]1[CH:12]=[C:11]([N+:13]([O-])=O)[CH:10]=[CH:9][C:8]=1[O:16][CH:17]([CH3:19])[CH3:18].O.O.Cl[Sn]Cl. (2) Given the product [C:11]([C:13]([C:16]1[CH:17]=[C:18]([CH:31]=[CH:32][CH:33]=1)[C:19]([NH:21][C:22]1[CH:27]=[CH:26][C:25]([O:28][CH3:29])=[C:24]([O:30][C:2]2[CH:7]=[CH:6][C:5]([N+:8]([O-:10])=[O:9])=[CH:4][N:3]=2)[CH:23]=1)=[O:20])([CH3:15])[CH3:14])#[N:12], predict the reactants needed to synthesize it. The reactants are: Cl[C:2]1[CH:7]=[CH:6][C:5]([N+:8]([O-:10])=[O:9])=[CH:4][N:3]=1.[C:11]([C:13]([C:16]1[CH:17]=[C:18]([CH:31]=[CH:32][CH:33]=1)[C:19]([NH:21][C:22]1[CH:27]=[CH:26][C:25]([O:28][CH3:29])=[C:24]([OH:30])[CH:23]=1)=[O:20])([CH3:15])[CH3:14])#[N:12].C(=O)([O-])[O-].[K+].[K+].